Dataset: Catalyst prediction with 721,799 reactions and 888 catalyst types from USPTO. Task: Predict which catalyst facilitates the given reaction. (1) Reactant: [N+:1]([O-:4])([O-:3])=[O:2].[NH4+:5].[S:6]([O-:10])([O-:9])(=[O:8])=[O:7].[NH4+].[NH4+]. Product: [N+:1]([O-:4])([O-:3])=[O:2].[S:6]([O-:10])([O-:9])(=[O:8])=[O:7].[NH4+:5].[NH4+:1].[NH4+:1]. The catalyst class is: 6. (2) The catalyst class is: 3. Product: [Cl:1][C:2]1[CH:3]=[CH:4][C:5]([CH2:8][CH2:9][C:10]([NH:31][C@H:26]2[CH2:27][CH2:28][CH2:29][CH2:30][C@@H:25]2[CH2:24][N:20]2[CH2:21][CH2:22][CH2:23][C@H:18]([CH2:17][O:16][CH2:14][CH3:15])[CH2:19]2)=[O:12])=[CH:6][CH:7]=1. Reactant: [Cl:1][C:2]1[CH:7]=[CH:6][C:5]([CH2:8][CH2:9][C:10]([OH:12])=O)=[CH:4][CH:3]=1.Cl.[CH2:14]([O:16][CH2:17][C@H:18]1[CH2:23][CH2:22][CH2:21][N:20]([CH2:24][C@H:25]2[CH2:30][CH2:29][CH2:28][CH2:27][C@@H:26]2[NH2:31])[CH2:19]1)[CH3:15].C(N(C(C)C)CC)(C)C.CN(C(ON1N=NC2C=CC=NC1=2)=[N+](C)C)C.F[P-](F)(F)(F)(F)F. (3) Reactant: [NH:1]1[C:9]2[C:4](=[CH:5][C:6]([C:10]3[C:18]4[C:13](=[N:14][CH:15]=[C:16]([C:19]5[CH:38]=[CH:37][C:22]([CH2:23][N:24]6[CH2:29][CH2:28][N:27](C(OC(C)(C)C)=O)[CH2:26][CH2:25]6)=[CH:21][CH:20]=5)[CH:17]=4)[N:12]([S:39]([C:42]4[CH:48]=[CH:47][C:45]([CH3:46])=[CH:44][CH:43]=4)(=[O:41])=[O:40])[CH:11]=3)=[CH:7][CH:8]=2)[CH:3]=[CH:2]1.C(O)(C(F)(F)F)=O. Product: [NH:1]1[C:9]2[C:4](=[CH:5][C:6]([C:10]3[C:18]4[C:13](=[N:14][CH:15]=[C:16]([C:19]5[CH:20]=[CH:21][C:22]([CH2:23][N:24]6[CH2:25][CH2:26][NH:27][CH2:28][CH2:29]6)=[CH:37][CH:38]=5)[CH:17]=4)[N:12]([S:39]([C:42]4[CH:43]=[CH:44][C:45]([CH3:46])=[CH:47][CH:48]=4)(=[O:41])=[O:40])[CH:11]=3)=[CH:7][CH:8]=2)[CH:3]=[CH:2]1. The catalyst class is: 4. (4) The catalyst class is: 1. Product: [CH2:10]([O:9][C:3]([C:4]1[CH2:13][C:14]([O-:20])=[C:15]([C:16]([O:18][CH3:19])=[O:17])[C:5]=1[CH3:7])=[O:8])[CH3:11].[Na+:2]. Reactant: [H-].[Na+:2].[C:3]([O:9][CH2:10][CH3:11])(=[O:8])[CH2:4][C:5]([CH3:7])=O.Cl[CH2:13][C:14](=[O:20])[CH2:15][C:16]([O:18][CH3:19])=[O:17]. (5) Reactant: [Br:1][C:2]1[CH:7]=[CH:6][C:5]([C:8]2[CH2:12][C:11]([C:17]3[CH:22]=[C:21]([Cl:23])[CH:20]=[C:19]([Cl:24])[CH:18]=3)([C:13]([F:16])([F:15])[F:14])[O:10][N:9]=2)=[CH:4][C:3]=1[CH2:25]Br.[CH3:27][C:28]([O-:30])=[O:29].[Na+]. Product: [C:28]([O:30][CH2:25][C:3]1[CH:4]=[C:5]([C:8]2[CH2:12][C:11]([C:17]3[CH:22]=[C:21]([Cl:23])[CH:20]=[C:19]([Cl:24])[CH:18]=3)([C:13]([F:16])([F:15])[F:14])[O:10][N:9]=2)[CH:6]=[CH:7][C:2]=1[Br:1])(=[O:29])[CH3:27]. The catalyst class is: 52. (6) Reactant: C([O:8][C:9]1[CH:30]=[CH:29][C:12]([O:13][CH2:14][CH2:15][C:16]2[CH:21]=[CH:20][C:19]([CH2:22][CH:23]([Cl:28])[C:24]([O:26][CH3:27])=[O:25])=[CH:18][CH:17]=2)=[CH:11][CH:10]=1)C1C=CC=CC=1.CSC.B(F)(F)F.CCOCC.O. Product: [Cl:28][CH:23]([CH2:22][C:19]1[CH:20]=[CH:21][C:16]([CH2:15][CH2:14][O:13][C:12]2[CH:11]=[CH:10][C:9]([OH:8])=[CH:30][CH:29]=2)=[CH:17][CH:18]=1)[C:24]([O:26][CH3:27])=[O:25]. The catalyst class is: 2. (7) Reactant: [F:1][C:2]1[CH:24]=[C:23]([N+:25]([O-])=O)[CH:22]=[CH:21][C:3]=1[O:4][C:5]1[C:14]2[C:9](=[CH:10][C:11]([O:17][CH3:18])=[C:12]([O:15][CH3:16])[CH:13]=2)[N:8]=[CH:7][C:6]=1[C:19]#[N:20].[Cl-].[NH4+].O. Product: [NH2:25][C:23]1[CH:22]=[CH:21][C:3]([O:4][C:5]2[C:14]3[C:9](=[CH:10][C:11]([O:17][CH3:18])=[C:12]([O:15][CH3:16])[CH:13]=3)[N:8]=[CH:7][C:6]=2[C:19]#[N:20])=[C:2]([F:1])[CH:24]=1. The catalyst class is: 186. (8) Reactant: [CH3:1][C:2]1[S:3][C:4]([C:8]2[C:18]3[O:17][CH2:16][CH2:15][N:14](C(OC(C)(C)C)=O)[CH2:13][C:12]=3[CH:11]=[CH:10][CH:9]=2)=[C:5]([CH3:7])[N:6]=1.C(OCC)(=O)C.[ClH:32]. Product: [ClH:32].[CH3:1][C:2]1[S:3][C:4]([C:8]2[C:18]3[O:17][CH2:16][CH2:15][NH:14][CH2:13][C:12]=3[CH:11]=[CH:10][CH:9]=2)=[C:5]([CH3:7])[N:6]=1. The catalyst class is: 13. (9) Reactant: Br[C:2]1[N:3]=[C:4]2[C:11]([C:12]([NH:14][C:15]([CH3:18])([CH3:17])[CH3:16])=[O:13])=[CH:10][N:9]([CH2:19][O:20][CH2:21][CH2:22][Si:23]([CH3:26])([CH3:25])[CH3:24])[C:5]2=[N:6][C:7]=1[Cl:8].Cl.[CH3:28][C:29]1[CH:33]=[C:32]([NH2:34])[S:31][N:30]=1.CC1(C)C2C(=C(P(C3C=CC=CC=3)C3C=CC=CC=3)C=CC=2)OC2C(P(C3C=CC=CC=3)C3C=CC=CC=3)=CC=CC1=2.C(=O)([O-])[O-].[Cs+].[Cs+]. Product: [C:15]([NH:14][C:12]([C:11]1[C:4]2[C:5](=[N:6][C:7]([Cl:8])=[C:2]([NH:34][C:32]3[S:31][N:30]=[C:29]([CH3:28])[CH:33]=3)[N:3]=2)[N:9]([CH2:19][O:20][CH2:21][CH2:22][Si:23]([CH3:26])([CH3:25])[CH3:24])[CH:10]=1)=[O:13])([CH3:18])([CH3:17])[CH3:16]. The catalyst class is: 62.